From a dataset of Forward reaction prediction with 1.9M reactions from USPTO patents (1976-2016). Predict the product of the given reaction. The product is: [CH3:15][O:16][C:17]1[CH:22]=[CH:21][CH:20]=[CH:19][C:18]=1[NH:23][C:24](=[S:44])[NH:25][C:26]1[C:34]2[N:33]=[C:32]([NH:35][C:36](=[O:43])[CH3:37])[NH:31][C:30]=2[CH:29]=[CH:28][CH:27]=1. Given the reactants NC1C2N=C(NC(=O)C)NC=2C=CC=1.[CH3:15][O:16][C:17]1[CH:22]=[CH:21][CH:20]=[CH:19][C:18]=1[NH:23][C:24](=[S:44])[NH:25][C:26]1[C:34]2[N:33]=[C:32]([NH:35][C:36](=[O:43])[C:37]3C=CC=CC=3)[NH:31][C:30]=2[CH:29]=[CH:28][CH:27]=1, predict the reaction product.